Task: Binary Classification. Given a miRNA mature sequence and a target amino acid sequence, predict their likelihood of interaction.. Dataset: Experimentally validated miRNA-target interactions with 360,000+ pairs, plus equal number of negative samples (1) The miRNA is hsa-miR-26b-5p with sequence UUCAAGUAAUUCAGGAUAGGU. The protein sequence of the target gene is MAKVSVLNVAVLENPSPFHSPFRFEISFECSEALADDLEWKIIYVGSAESEEFDQILDSVLVGPVPAGRHMFVFQADAPNPSLIPETDAVGVTVVLITCTYHGQEFIRVGYYVNNEYLNPELRENPPMKPDFSQLQRNILASNPRVTRFHINWDNNMDRLEAIETQDPSLGCGLPLNCTPIKGLGLPGCIPGLLPENSMDCI. Result: 1 (interaction). (2) The miRNA is hsa-miR-7152-3p with sequence UCUGGUCCUGGACAGGAGGC. The protein sequence of the target gene is MASKKLGADFHGTFSYLDDVPFKTGDKFKTPAKVGLPIGFSLPDCLQVVREVQYDFSLEKKTIEWAEEIKKIEEAEREAECKIAEAEAKVNSKSGPEGDSKMSFSKTHSTATMPPPINPILASLQHNSILTPTRVSSSATKQKVLSPPHIKADFNLADFECEEDPFDNLELKTIDEKEELRNILVGTTGPIMAQLLDNNLPRGGSGSVLQDEEVLASLERATLDFKPLHKPNGFITLPQLGNCEKMSLSSKVSLPPIPAVSNIKSLSFPKLDSDDSNQKTAKLASTFHSTSCLRNGTFQN.... Result: 0 (no interaction). (3) The miRNA is hsa-miR-6807-3p with sequence CACUGCAUUCCUGCUUGGCCCAG. The protein sequence of the target gene is MCAVLRQPKCVKLRALHSACKFGVAARSCQELLRKGCVRFQLPMPGSRLCLYEDGTEVTDDCFPGLPNDAELLLLTAGETWHGYVSDITRFLSVFNEPHAGVIQAARQLLSDEQAPLRQKLLADLLHHVSQNITAETREQDPSWFEGLESRFRNKSGYLRYSCESRIRGYLREVSAYTSMVDEAAQEEYLRVLGSMCQKLKSVQYNGSYFDRGAEASSRLCTPEGWFSCQGPFDLESCLSKHSINPYGNRESRILFSTWNLDHIIEKKRTVVPTLAEAIQDGREVNWEYFYSLLFTAENL.... Result: 0 (no interaction). (4) The miRNA is hsa-miR-30c-1-3p with sequence CUGGGAGAGGGUUGUUUACUCC. The protein sequence of the target gene is MLGSSVKSVQPEVELSSGGGDEGADEPRGAGRKAAAADGRGMLPKRAKAPGGGGGMAKASAAELKVFKSGSVDSRVPGGPPASNLRKQKSLTNLSFLTDSEKKLQLYEPEWSDDMAKAPKGLGKVGSKGREAPLMSKTLSKSEHSLFQAKGSPAGGAKTPLAPLAPNLGKPSRIPRGPYAEVKPLSKAPEAAVSEDGKSDDELLSSKAKAQKSSGPVPSAKGQEERAFLKVDPELVVTVLGDLEQLLFSQMLDPESQRKRTVQNVLDLRQNLEETMSSLRGSQVTHSSLEMTCYDSDDAN.... Result: 1 (interaction). (5) The miRNA is mmu-miR-466i-5p with sequence UGUGUGUGUGUGUGUGUGUG. The protein sequence of the target gene is MTESEGLVTFKDVAIDFTQEEWKQLDPTQRNLYRNVMLENYNNLITVGPPLTKPEVIFKLEQEEEPCVVEREVLWRPCPGEILGIDEHQKIQDGQVFEGIVVTSEASECPEEFASTFFPNADSIPSMHSLFECDGVGECLEPNFGDDDVQYPLPEEQFEYDDAMQPFHTSSPHFVLTPFKCNHCGKGFSQTLDLIRHLRVHTGGKLYECHQCGKGFSHKEKLINHHKLHSREQCYECSECGKTFIKMSNLIRHQRIHTGEKPYVCQECGKSFGQKSNLIDHEKIHTGEKPYKCNECGKSF.... Result: 1 (interaction). (6) The miRNA is cel-miR-358-3p with sequence AUUGGUAUCCCUGUCAAGGUCU. The protein sequence of the target gene is MPILKQLVSSSVNSKRRSRADLTAEMISAPLGDFRHTMHVGRAGDAFGDTSFLTSKAREADDESLDEQASASKLSLLSRKFRGSKRSQSVTRGDREQRDMLGSLRDSALFVKNAMSLPQLNEKEAAEKDSSKLPKSLSSSPVKKADARDGGPKSPHRNGATGPHSPDPLLDEQAFGDLMDLPIMPKVSYGLKHAESILSFHIDLGPSMLGDVLSIMDKDQWGSEEEEEAGGYRDKEGPSSIVQAPPVLEVVPPLGRQESKASWDQASMLPPHAVEDDGWAVVAPSPSSARSVGSHTTRDS.... Result: 0 (no interaction). (7) The miRNA is hsa-miR-548az-5p with sequence CAAAAGUGAUUGUGGUUUUUGC. The protein sequence of the target gene is MLSFFRRTLGRRSMRKHAEKERLREAQRAATHIPAAGDSKSIITCRVSLLDGTDVSVDLPKKAKGQELFDQIMYHLDLIESDYFGLRFMDSAQVAHWLDGTKSIKKQVKIGSPYCLHLRVKFYSSEPNNLREELTRYLFVLQLKQDILSGKLDCPFDTAVQLAAYNLQAELGDYDLAEHSPELVSEFRFVPIQTEEMELAIFEKWKEYRGQTPAQAETNYLNKAKWLEMYGVDMHVVKARDGNDYSLGLTPTGVLVFEGDTKIGLFFWPKITRLDFKKNKLTLVVVEDDDQGKEQEHTFV.... Result: 0 (no interaction). (8) The miRNA is hsa-miR-24-3p with sequence UGGCUCAGUUCAGCAGGAACAG. The protein sequence of the target gene is MNKKKKPFLGMPAPLGYVPGLGRGATGFTTRSDIGPARDANDPVDDRHAPPGKRTVGDQMKKNQAADDDDEDLNDTNYDEFNGYAGSLFSSGPYEKDDEEADAIYAALDKRMDERRKERREQREKEEIEKYRMERPKIQQQFSDLKRKLAEVTEEEWLSIPEVGDARNKRQRNPRYEKLTPVPDSFFAKHLQTGENHTSVDPRQTQFGGLNTPYPGGLNTPYPGGMTPGLMTPGTGELDMRKIGQARNTLMDMRLSQVSDSVSGQTVVDPKGYLTDLNSMIPTHGGDINDIKKARLLLKS.... Result: 1 (interaction).